From a dataset of Catalyst prediction with 721,799 reactions and 888 catalyst types from USPTO. Predict which catalyst facilitates the given reaction. (1) Product: [NH2:30][C:12]1[C:11]([O:10][C:9]2[CH:27]=[CH:28][C:6]([F:5])=[CH:7][CH:8]=2)=[CH:16][C:15]([S:17][C:18]2[N:23]=[CH:22][CH:21]=[CH:20][N:19]=2)=[CH:14][N:13]=1. Reactant: [OH-].[Na+].BrBr.[F:5][C:6]1[CH:28]=[CH:27][C:9]([O:10][C:11]2[C:12](C(N)=O)=[N:13][CH:14]=[C:15]([S:17][C:18]3[N:23]=[CH:22][CH:21]=[CH:20][N:19]=3)[CH:16]=2)=[CH:8][CH:7]=1.[Cl-].[NH4+:30]. The catalyst class is: 684. (2) The catalyst class is: 5. Product: [C:1]([C@H:5]1[CH2:10][CH2:9][C@H:8]([O:11][C:12]2[CH:13]=[C:14]3[C:19](=[CH:20][CH:21]=2)[CH:18]=[C:17]([C:22]([N:24]2[CH2:29][CH2:28][CH:27]([C:30]([OH:32])=[O:31])[CH2:26][CH2:25]2)=[O:23])[CH:16]=[CH:15]3)[CH2:7][CH2:6]1)([CH3:4])([CH3:2])[CH3:3]. Reactant: [C:1]([C@H:5]1[CH2:10][CH2:9][C@H:8]([O:11][C:12]2[CH:13]=[C:14]3[C:19](=[CH:20][CH:21]=2)[CH:18]=[C:17]([C:22]([N:24]2[CH2:29][CH2:28][CH:27]([C:30]([O:32]C)=[O:31])[CH2:26][CH2:25]2)=[O:23])[CH:16]=[CH:15]3)[CH2:7][CH2:6]1)([CH3:4])([CH3:3])[CH3:2].[OH-].[Na+].Cl. (3) Reactant: C[O:2][C:3](=[O:30])[C:4]1[CH:9]=[CH:8][C:7]([C:10]([O:12][C:13]2[CH:14]=[C:15]3[C:19](=[C:20]([Cl:23])[C:21]=2[Cl:22])[CH2:18][C:17]([CH:25]2[CH2:29][CH2:28][CH2:27][CH2:26]2)([CH3:24])[CH2:16]3)=[O:11])=[CH:6][CH:5]=1.[OH-].[Li+].Cl. Product: [Cl:22][C:21]1[C:20]([Cl:23])=[C:19]2[C:15]([CH2:16][C:17]([CH:25]3[CH2:26][CH2:27][CH2:28][CH2:29]3)([CH3:24])[CH2:18]2)=[CH:14][C:13]=1[O:12][C:10]([C:7]1[CH:8]=[CH:9][C:4]([C:3]([OH:30])=[O:2])=[CH:5][CH:6]=1)=[O:11]. The catalyst class is: 7. (4) Reactant: [CH:1]1([CH2:4][O:5][C:6]2[CH:7]=[C:8]([CH:13]=[CH:14][C:15]=2[N+:16]([O-])=O)[C:9]([O:11][CH3:12])=[O:10])[CH2:3][CH2:2]1. Product: [NH2:16][C:15]1[CH:14]=[CH:13][C:8]([C:9]([O:11][CH3:12])=[O:10])=[CH:7][C:6]=1[O:5][CH2:4][CH:1]1[CH2:3][CH2:2]1. The catalyst class is: 19. (5) Reactant: [CH:1]1([NH:4][C:5]([C:7]2[NH:11][N:10]=[C:9]([N+:12]([O-])=O)[CH:8]=2)=[O:6])[CH2:3][CH2:2]1. The catalyst class is: 865. Product: [NH2:12][C:9]1[CH:8]=[C:7]([C:5]([NH:4][CH:1]2[CH2:2][CH2:3]2)=[O:6])[NH:11][N:10]=1.